From a dataset of Full USPTO retrosynthesis dataset with 1.9M reactions from patents (1976-2016). Predict the reactants needed to synthesize the given product. (1) Given the product [CH2:17]([C@H:24]1[NH:25][CH2:26][CH2:27][N:28]([C:2]2[C:8]3[CH:9]=[CH:10][CH:11]=[CH:12][C:7]=3[S:6][C:5]3[CH:13]=[CH:14][CH:15]=[CH:16][C:4]=3[N:3]=2)[CH2:29]1)[C:18]1[CH:19]=[CH:20][CH:21]=[CH:22][CH:23]=1, predict the reactants needed to synthesize it. The reactants are: Cl[C:2]1[C:8]2[CH:9]=[CH:10][CH:11]=[CH:12][C:7]=2[S:6][C:5]2[CH:13]=[CH:14][CH:15]=[CH:16][C:4]=2[N:3]=1.[CH2:17]([C@@H:24]1[CH2:29][NH:28][CH2:27][CH2:26][NH:25]1)[C:18]1[CH:23]=[CH:22][CH:21]=[CH:20][CH:19]=1. (2) Given the product [CH2:7]([O:6][C:4]([C:3]1[C:2]([CH3:9])=[N:10][C:11]2[C:12]([C:13]=1[NH2:14])=[C:15]([O:19][CH:20]1[CH2:21][CH2:22][CH2:23][CH2:24][CH2:25]1)[CH:16]=[CH:17][CH:18]=2)=[O:5])[CH3:8], predict the reactants needed to synthesize it. The reactants are: O=[C:2]([CH3:9])[CH2:3][C:4]([O:6][CH2:7][CH3:8])=[O:5].[NH2:10][C:11]1[CH:18]=[CH:17][CH:16]=[C:15]([O:19][CH:20]2[CH2:25][CH2:24][CH2:23][CH2:22][CH2:21]2)[C:12]=1[C:13]#[N:14].Cl[Sn](Cl)(Cl)Cl. (3) Given the product [Cl:1][C:2]1[N:3]=[C:4]([N:12]2[CH2:17][CH2:16][O:15][CH2:14][CH2:13]2)[C:5]2[S:10][C:9]([C:25]3[CH:26]=[C:21]([CH:22]=[CH:23][CH:24]=3)[C:18]([OH:20])=[O:19])=[CH:8][C:6]=2[N:7]=1, predict the reactants needed to synthesize it. The reactants are: [Cl:1][C:2]1[N:3]=[C:4]([N:12]2[CH2:17][CH2:16][O:15][CH2:14][CH2:13]2)[C:5]2[S:10][C:9](I)=[CH:8][C:6]=2[N:7]=1.[C:18]([C:21]1[CH:22]=[C:23](B(O)O)[CH:24]=[CH:25][CH:26]=1)([OH:20])=[O:19]. (4) The reactants are: C([Li])CCC.[OH:6][C:7]1([C:12]#[N:13])[CH2:11][CH2:10][CH2:9][CH2:8]1.[Br:14][C:15]1[CH:20]=[CH:19][CH:18]=[C:17](Br)[CH:16]=1.C(=O)([O-])O.[Na+]. Given the product [NH2:13][CH:12]([C:17]1[CH:18]=[CH:19][CH:20]=[C:15]([Br:14])[CH:16]=1)[C:7]1([OH:6])[CH2:11][CH2:10][CH2:9][CH2:8]1, predict the reactants needed to synthesize it. (5) Given the product [Br:13][C:12]1[CH:11]=[C:10]([Br:14])[S:9][C:8]=1[C:8]1[S:9][CH:10]=[CH:11][CH:12]=1, predict the reactants needed to synthesize it. The reactants are: C(=O)([O-])[O-].[Na+].[Na+].Br[C:8]1[S:9][C:10]([Br:14])=[CH:11][C:12]=1[Br:13].O. (6) Given the product [Br:29][CH2:30][CH2:31][CH2:32][O:13][C:12]1[CH:11]=[C:10]2[C:5]([C:6]([O:14][C:15]3[CH:20]=[CH:19][C:18]([NH:21][C:22]([NH:24][CH:25]4[CH2:26][CH2:27]4)=[O:23])=[C:17]([Cl:28])[CH:16]=3)=[CH:7][CH:8]=[N:9]2)=[CH:4][C:3]=1[C:1]#[N:2], predict the reactants needed to synthesize it. The reactants are: [C:1]([C:3]1[CH:4]=[C:5]2[C:10](=[CH:11][C:12]=1[OH:13])[N:9]=[CH:8][CH:7]=[C:6]2[O:14][C:15]1[CH:20]=[CH:19][C:18]([NH:21][C:22]([NH:24][CH:25]2[CH2:27][CH2:26]2)=[O:23])=[C:17]([Cl:28])[CH:16]=1)#[N:2].[Br:29][CH2:30][CH2:31][CH2:32]Br. (7) Given the product [CH2:1]([O:3][C:4](=[O:22])[CH2:5][CH2:6][C:7]1[CH:12]=[CH:11][C:10]([OH:13])=[CH:9][C:8]=1[CH3:21])[CH3:2], predict the reactants needed to synthesize it. The reactants are: [CH2:1]([O:3][C:4](=[O:22])/[CH:5]=[CH:6]/[C:7]1[CH:12]=[CH:11][C:10]([O:13]CC2C=CC=CC=2)=[CH:9][C:8]=1[CH3:21])[CH3:2]. (8) Given the product [ClH:25].[NH2:1][CH2:2][CH2:3][O:4][C:5]1[CH:29]=[C:28]([S:30]([CH3:33])(=[O:31])=[O:32])[CH:27]=[CH:26][C:6]=1[C:7]([NH:9][C:10]1[C:11]([C:16]([NH:18][C:19]2[CH:24]=[CH:23][C:22]([Cl:25])=[CH:21][N:20]=2)=[O:17])=[N:12][CH:13]=[CH:14][CH:15]=1)=[O:8], predict the reactants needed to synthesize it. The reactants are: [NH2:1][CH2:2][CH2:3][O:4][C:5]1[CH:29]=[C:28]([S:30]([CH3:33])(=[O:32])=[O:31])[CH:27]=[CH:26][C:6]=1[C:7]([NH:9][C:10]1[C:11]([C:16]([NH:18][C:19]2[CH:24]=[CH:23][C:22]([Cl:25])=[CH:21][N:20]=2)=[O:17])=[N:12][CH:13]=[CH:14][CH:15]=1)=[O:8].Cl. (9) Given the product [F:12][C:13]1[CH:19]=[CH:18][C:17]([F:20])=[CH:16][C:14]=1[NH:15][C:2]1[CH:7]=[CH:6][CH:5]=[CH:4][C:3]=1[CH2:8][C:9]([OH:11])=[O:10], predict the reactants needed to synthesize it. The reactants are: Br[C:2]1[CH:7]=[CH:6][CH:5]=[CH:4][C:3]=1[CH2:8][C:9]([OH:11])=[O:10].[F:12][C:13]1[CH:19]=[CH:18][C:17]([F:20])=[CH:16][C:14]=1[NH2:15].